Dataset: Forward reaction prediction with 1.9M reactions from USPTO patents (1976-2016). Task: Predict the product of the given reaction. (1) Given the reactants [OH:1][CH2:2][C@H:3]1[CH2:8][CH2:7][CH2:6][N:5]([C:9]([O:11][C:12]([CH3:15])([CH3:14])[CH3:13])=[O:10])[CH2:4]1.[H-].[Na+].Cl[C:19]1[C:24]2=[N:25][CH:26]=[CH:27][N:28]=[C:23]2[CH:22]=[C:21]([Cl:29])[N:20]=1, predict the reaction product. The product is: [Cl:29][C:21]1[N:20]=[C:19]([O:1][CH2:2][C@H:3]2[CH2:8][CH2:7][CH2:6][N:5]([C:9]([O:11][C:12]([CH3:15])([CH3:14])[CH3:13])=[O:10])[CH2:4]2)[C:24]2=[N:25][CH:26]=[CH:27][N:28]=[C:23]2[CH:22]=1. (2) Given the reactants [N+]([O-])(O)=O.OS(O)(=O)=O.[CH3:10][C:11]1C=C(C=CC=1)C(O)=O.CC1C([N+]([O-])=O)=C(C([N+]([O-])=O)=CC=1)C(O)=O.[CH3:36][C:37]1[C:38]([N+:49]([O-:51])=[O:50])=[CH:39][C:40]([N+:46]([O-:48])=[O:47])=[C:41]([CH:45]=1)[C:42]([OH:44])=[O:43].O=S(Cl)Cl, predict the reaction product. The product is: [CH3:36][C:37]1[C:38]([N+:49]([O-:51])=[O:50])=[CH:39][C:40]([N+:46]([O-:48])=[O:47])=[C:41]([CH:45]=1)[C:42]([O:44][CH2:10][CH3:11])=[O:43]. (3) The product is: [OH:22][C:19]([C:16]1[CH:17]=[CH:18][C:13]([C:12]([NH:11][C:9]2[S:8][C:6]3[C:5]([N:10]=2)=[CH:4][CH:3]=[C:2]([C:32]2[CH:37]=[CH:36][N:35]=[CH:34][CH:33]=2)[N:7]=3)=[O:23])=[CH:14][CH:15]=1)([CH3:21])[CH3:20]. Given the reactants Br[C:2]1[N:7]=[C:6]2[S:8][C:9]([NH:11][C:12](=[O:23])[C:13]3[CH:18]=[CH:17][C:16]([C:19]([OH:22])([CH3:21])[CH3:20])=[CH:15][CH:14]=3)=[N:10][C:5]2=[CH:4][CH:3]=1.CC1(C)C(C)(C)OB([C:32]2[CH:37]=[CH:36][N:35]=[CH:34][CH:33]=2)O1, predict the reaction product. (4) Given the reactants C[O:2][C:3](=[O:38])[CH:4]([C:13]1[CH:18]=[CH:17][C:16](/[CH:19]=[CH:20]/[C:21](=[O:37])[NH:22][C:23]2[CH:28]=[CH:27][CH:26]=[CH:25][C:24]=2[NH:29][C:30]([O:32][C:33]([CH3:36])([CH3:35])[CH3:34])=[O:31])=[CH:15][CH:14]=1)[CH2:5][CH2:6][CH:7]1[CH2:11][CH2:10][CH2:9][N:8]1[CH3:12].[Li+].[OH-].Cl, predict the reaction product. The product is: [C:33]([O:32][C:30]([NH:29][C:24]1[CH:25]=[CH:26][CH:27]=[CH:28][C:23]=1[NH:22][C:21](/[CH:20]=[CH:19]/[C:16]1[CH:15]=[CH:14][C:13]([CH:4]([CH2:5][CH2:6][CH:7]2[CH2:11][CH2:10][CH2:9][N:8]2[CH3:12])[C:3]([OH:38])=[O:2])=[CH:18][CH:17]=1)=[O:37])=[O:31])([CH3:36])([CH3:35])[CH3:34]. (5) Given the reactants C([O:8][C:9]1[CH:37]=[CH:36][C:12]([C:13]([NH:15][NH:16][C:17]([C:19]2[O:20][CH:21]=[C:22]([C:30]3[CH:35]=[CH:34][CH:33]=[CH:32][CH:31]=3)[C:23]=2[C:24]2[CH:29]=[CH:28][CH:27]=[CH:26][CH:25]=2)=[O:18])=[O:14])=[CH:11][C:10]=1[O:38][CH3:39])C1C=CC=CC=1.O1CCOCC1, predict the reaction product. The product is: [OH:8][C:9]1[CH:37]=[CH:36][C:12]([C:13]([NH:15][NH:16][C:17]([C:19]2[O:20][CH:21]=[C:22]([C:30]3[CH:31]=[CH:32][CH:33]=[CH:34][CH:35]=3)[C:23]=2[C:24]2[CH:29]=[CH:28][CH:27]=[CH:26][CH:25]=2)=[O:18])=[O:14])=[CH:11][C:10]=1[O:38][CH3:39]. (6) The product is: [F:1][C:2]1[CH:3]=[C:4]([S:9]([O:49][CH2:48][C@:14]([OH:13])([CH3:50])[C:15](=[O:47])[C@@H:16]([NH:24][C:25](=[O:46])[C@@H:26]([NH:30][C:31](=[O:45])[C@@H:32]([NH:36][C:37]([C:39]2[S:43][C:42]([CH3:44])=[N:41][CH:40]=2)=[O:38])[CH2:33][O:34][CH3:35])[CH2:27][O:28][CH3:29])[CH2:17][C:18]2[CH:23]=[CH:22][CH:21]=[CH:20][CH:19]=2)(=[O:10])=[O:11])[CH:5]=[CH:6][C:7]=1[F:8]. Given the reactants [F:1][C:2]1[CH:3]=[C:4]([S:9](Cl)(=[O:11])=[O:10])[CH:5]=[CH:6][C:7]=1[F:8].[OH:13][C@:14]([CH3:50])([CH2:48][OH:49])[C:15](=[O:47])[C@@H:16]([NH:24][C:25](=[O:46])[C@@H:26]([NH:30][C:31](=[O:45])[C@@H:32]([NH:36][C:37]([C:39]1[S:43][C:42]([CH3:44])=[N:41][CH:40]=1)=[O:38])[CH2:33][O:34][CH3:35])[CH2:27][O:28][CH3:29])[CH2:17][C:18]1[CH:23]=[CH:22][CH:21]=[CH:20][CH:19]=1, predict the reaction product. (7) The product is: [C:39]([O:38][C:36]([C:33]1[CH:32]=[CH:31][C:30]([C:17]2[C:18]([CH3:29])([CH3:28])[C@H:19]3[C@:14]([CH3:43])([CH2:15][CH:16]=2)[C@@H:13]2[C@:22]([CH3:27])([C@@:23]4([CH3:26])[C@H:10]([CH2:11][CH2:12]2)[C@H:9]2[C@H:5]([C:3]([CH2:4][NH:62][CH2:63][CH2:64][C:65]([O:67][CH2:68][CH3:69])=[O:66])=[CH2:2])[CH2:6][CH2:7][C@:8]2([C:44]([OH:46])=[O:45])[CH2:25][CH2:24]4)[CH2:21][CH2:20]3)=[CH:35][CH:34]=1)=[O:37])([CH3:40])([CH3:41])[CH3:42]. Given the reactants Br[CH2:2][C:3]([C@H:5]1[C@@H:9]2[C@@H:10]3[C@@:23]([CH3:26])([CH2:24][CH2:25][C@@:8]2([C:44]([O:46][Si](C(C)(C)C)(C)C)=[O:45])[CH2:7][CH2:6]1)[C@@:22]1([CH3:27])[C@@H:13]([C@:14]2([CH3:43])[C@@H:19]([CH2:20][CH2:21]1)[C:18]([CH3:29])([CH3:28])[C:17]([C:30]1[CH:35]=[CH:34][C:33]([C:36]([O:38][C:39]([CH3:42])([CH3:41])[CH3:40])=[O:37])=[CH:32][CH:31]=1)=[CH:16][CH2:15]2)[CH2:12][CH2:11]3)=[CH2:4].C(N(CC)CC)C.Cl.[NH2:62][CH2:63][CH2:64][C:65]([O:67][CH2:68][CH3:69])=[O:66], predict the reaction product. (8) Given the reactants C(OC(=O)[NH:7][CH:8]1[CH2:11][N:10]([C:12]2[CH:17]=[CH:16][N:15]=[C:14](Cl)[N:13]=2)[CH2:9]1)(C)(C)C.ClC1N=[C:25](Cl)[CH:24]=[CH:23][N:22]=1.[CH:28](N(CC)C(C)C)(C)C.Cl.C(OC(=O)NC1CNC1)(C)(C)C, predict the reaction product. The product is: [NH2:7][CH:8]1[CH2:9][N:10]([C:12]2[CH:17]=[CH:16][N:15]=[C:14]([NH:22][CH2:23][CH2:24][CH2:25][CH3:28])[N:13]=2)[CH2:11]1. (9) Given the reactants [F:1][C:2]1[CH:7]=[CH:6][C:5]([NH:8][C:9]2[N:14]3[N:15]=[CH:16][C:17]([C:18](O)=[O:19])=[C:13]3[N:12]=[CH:11][C:10]=2[C:21]([N:23]2[CH2:28][CH2:27][C:26]3([C:36]4[C:31](=[CH:32][CH:33]=[CH:34][CH:35]=4)[C:30]([CH3:38])([CH3:37])[O:29]3)[CH2:25][CH2:24]2)=[O:22])=[C:4]([CH3:39])[CH:3]=1.[CH2:40]([S:42]([NH2:45])(=[O:44])=[O:43])[CH3:41], predict the reaction product. The product is: [F:1][C:2]1[CH:7]=[CH:6][C:5]([NH:8][C:9]2[N:14]3[N:15]=[CH:16][C:17]([C:18]([NH:45][S:42]([CH2:40][CH3:41])(=[O:44])=[O:43])=[O:19])=[C:13]3[N:12]=[CH:11][C:10]=2[C:21]([N:23]2[CH2:28][CH2:27][C:26]3([C:36]4[C:35](=[CH:34][CH:33]=[CH:32][CH:31]=4)[C:30]([CH3:38])([CH3:37])[O:29]3)[CH2:25][CH2:24]2)=[O:22])=[C:4]([CH3:39])[CH:3]=1. (10) Given the reactants FC(F)(F)S(O[C:7]1[C:12]([C:13]#[N:14])=[CH:11][C:10]([Br:15])=[C:9]([CH:16]2[CH2:18][CH2:17]2)[N:8]=1)(=O)=O.[CH3:21][C@@H:22]1[CH2:27][NH:26][CH2:25][CH2:24][NH:23]1.C(N(CC)CC)C, predict the reaction product. The product is: [Br:15][C:10]1[C:9]([CH:16]2[CH2:18][CH2:17]2)=[N:8][C:7]([N:26]2[CH2:25][CH2:24][NH:23][C@H:22]([CH3:21])[CH2:27]2)=[C:12]([CH:11]=1)[C:13]#[N:14].